Dataset: Forward reaction prediction with 1.9M reactions from USPTO patents (1976-2016). Task: Predict the product of the given reaction. Given the reactants [NH2:1][C:2]1[CH:3]=[N:4][CH:5]=[CH:6][C:7]=1[C@H:8]1[CH2:13][C@@H:12]([NH:14][C:15](=[O:21])[O:16][C:17]([CH3:20])([CH3:19])[CH3:18])[C@H:11]([O:22][CH3:23])[C@@H:10]([CH3:24])[CH2:9]1.[C:25](N1C=CN=C1)(N1C=CN=C1)=[S:26], predict the reaction product. The product is: [N:1]([C:2]1[CH:3]=[N:4][CH:5]=[CH:6][C:7]=1[C@H:8]1[CH2:13][C@@H:12]([NH:14][C:15](=[O:21])[O:16][C:17]([CH3:18])([CH3:19])[CH3:20])[C@H:11]([O:22][CH3:23])[C@@H:10]([CH3:24])[CH2:9]1)=[C:25]=[S:26].